Predict the product of the given reaction. From a dataset of Forward reaction prediction with 1.9M reactions from USPTO patents (1976-2016). (1) Given the reactants [C:1]([O:5][C:6]([N:8]1[CH2:13][CH2:12][N:11]([C:14]([O:16][CH2:17][C:18]2[CH:23]=[CH:22][CH:21]=[CH:20][CH:19]=2)=[O:15])[C@H:10]([C:24]2[NH:28][C:27]3[CH:29]=[CH:30][C:31]([C:33]#[CH:34])=[CH:32][C:26]=3[N:25]=2)[CH2:9]1)=[O:7])([CH3:4])([CH3:3])[CH3:2].[CH2:35]([O:42][C:43]([N:45]1[CH2:50][CH2:49][CH2:48][CH2:47][C@H:46]1[C:51]1[NH:55][C:54]2[CH:56]=[CH:57][C:58](I)=[CH:59][C:53]=2[N:52]=1)=[O:44])[C:36]1[CH:41]=[CH:40][CH:39]=[CH:38][CH:37]=1, predict the reaction product. The product is: [C:1]([O:5][C:6]([N:8]1[CH2:13][CH2:12][N:11]([C:14]([O:16][CH2:17][C:18]2[CH:23]=[CH:22][CH:21]=[CH:20][CH:19]=2)=[O:15])[C@H:10]([C:24]2[NH:28][C:27]3[CH:29]=[CH:30][C:31]([C:33]#[C:34][C:57]4[CH:58]=[CH:59][C:53]5[NH:52][C:51]([C@@H:46]6[CH2:47][CH2:48][CH2:49][CH2:50][N:45]6[C:43]([O:42][CH2:35][C:36]6[CH:41]=[CH:40][CH:39]=[CH:38][CH:37]=6)=[O:44])=[N:55][C:54]=5[CH:56]=4)=[CH:32][C:26]=3[N:25]=2)[CH2:9]1)=[O:7])([CH3:4])([CH3:3])[CH3:2]. (2) Given the reactants [CH3:1][O:2][C:3]1[C:13]([C:14]([F:17])([F:16])[F:15])=[CH:12][C:6]2[NH:7][C:8](=[O:11])[CH2:9][O:10][C:5]=2[CH:4]=1.[H-].[Na+].Br[CH2:21][C:22]([O:24][CH2:25][CH3:26])=[O:23].FC(F)(F)C(O)=O, predict the reaction product. The product is: [CH3:1][O:2][C:3]1[C:13]([C:14]([F:17])([F:15])[F:16])=[CH:12][C:6]2[N:7]([CH2:21][C:22]([O:24][CH2:25][CH3:26])=[O:23])[C:8](=[O:11])[CH2:9][O:10][C:5]=2[CH:4]=1. (3) The product is: [C:4]([N:43]1[CH2:42][C@H:41]([CH3:51])[CH2:40][C@:39]([OH:53])([CH3:52])[C@H:38]([OH:54])[C@@H:37]([CH3:55])[C@H:36]([OH:56])[C@@H:35]([CH3:57])[C:34](=[O:58])[O:33][C@H:32]([CH2:30][CH3:31])[C@:46]([OH:48])([CH3:47])[C@H:45]([OH:49])[C@H:44]1[CH3:50])(=[O:5])[CH2:15][CH2:16]/[CH:17]=[CH:18]\[CH2:19]/[CH:15]=[CH:16]\[CH2:17]/[CH:18]=[CH:19]\[CH2:34]/[CH:35]=[CH:36]\[CH2:37]/[CH:38]=[CH:39]\[CH2:40]/[CH:41]=[CH:67]\[CH2:65][CH3:66]. Given the reactants CN([CH:4]=[O:5])C.CN(C(ON1N=N[C:16]2[CH:17]=[CH:18][CH:19]=N[C:15]1=2)=[N+](C)C)C.F[P-](F)(F)(F)(F)F.[CH2:30]([C@@H:32]1[C@:46]([OH:48])([CH3:47])[C@H:45]([OH:49])[C@@H:44]([CH3:50])[NH:43][CH2:42][C@H:41]([CH3:51])[CH2:40][C@:39]([OH:53])([CH3:52])[C@H:38]([OH:54])[C@@H:37]([CH3:55])[C@H:36]([OH:56])[C@@H:35]([CH3:57])[C:34](=[O:58])[O:33]1)[CH3:31].CCN([CH:65]([CH3:67])[CH3:66])C(C)C, predict the reaction product. (4) The product is: [Br:12][C:9]1[CH:10]=[CH:11][C:6]([O:5][CH2:4][C@@H:3]([CH3:13])[CH2:2][N:28]2[CH2:29][CH2:30][CH:25]([C:21]3[CH:20]=[C:19]([NH:18][C:16](=[O:17])[CH:15]([CH3:14])[CH3:31])[CH:24]=[CH:23][CH:22]=3)[CH2:26][CH2:27]2)=[CH:7][CH:8]=1. Given the reactants Cl[CH2:2][C@H:3]([CH3:13])[CH2:4][O:5][C:6]1[CH:11]=[CH:10][C:9]([Br:12])=[CH:8][CH:7]=1.[CH3:14][CH:15]([CH3:31])[C:16]([NH:18][C:19]1[CH:24]=[CH:23][CH:22]=[C:21]([CH:25]2[CH2:30][CH2:29][NH:28][CH2:27][CH2:26]2)[CH:20]=1)=[O:17], predict the reaction product. (5) Given the reactants C([O:3][C:4](=[O:23])[C@@H:5]([O:20][CH2:21][CH3:22])[CH2:6][C:7]1[CH:12]=[CH:11][C:10]([O:13][C:14]([C:17]([OH:19])=O)([CH3:16])[CH3:15])=[CH:9][CH:8]=1)C.[CH2:24]([O:26][C:27]1[CH:32]=[CH:31][CH:30]=[CH:29][C:28]=1[CH2:33][CH2:34][NH2:35])[CH3:25].C(O[C@@H](CC1C=CC(O[C@@H](C(=O)NCCC2C=CC(OC3C=CC=CC=3)=CC=2)C)=CC=1)C(O)=O)C, predict the reaction product. The product is: [CH2:21]([O:20][C@@H:5]([CH2:6][C:7]1[CH:8]=[CH:9][C:10]([O:13][C:14]([C:17](=[O:19])[NH:35][CH2:34][CH2:33][C:28]2[CH:29]=[CH:30][CH:31]=[CH:32][C:27]=2[O:26][CH2:24][CH3:25])([CH3:15])[CH3:16])=[CH:11][CH:12]=1)[C:4]([OH:3])=[O:23])[CH3:22]. (6) The product is: [C:1]([C:5]1[CH:10]=[CH:9][C:8]([S:11]([N:14]2[C:20]3[CH:21]=[C:22]([C:25]4[CH:29]=[CH:28][N:27]([CH2:30][C:31]([OH:33])=[O:32])[N:26]=4)[CH:23]=[CH:24][C:19]=3[NH:18][C:17]3[N:35]=[C:36]([C:39]([F:42])([F:40])[F:41])[CH:37]=[CH:38][C:16]=3[CH2:15]2)(=[O:12])=[O:13])=[CH:7][CH:6]=1)([CH3:4])([CH3:2])[CH3:3]. Given the reactants [C:1]([C:5]1[CH:10]=[CH:9][C:8]([S:11]([N:14]2[C:20]3[CH:21]=[C:22]([C:25]4[CH:29]=[CH:28][N:27]([CH2:30][C:31]([O:33]C)=[O:32])[N:26]=4)[CH:23]=[CH:24][C:19]=3[NH:18][C:17]3[N:35]=[C:36]([C:39]([F:42])([F:41])[F:40])[CH:37]=[CH:38][C:16]=3[CH2:15]2)(=[O:13])=[O:12])=[CH:7][CH:6]=1)([CH3:4])([CH3:3])[CH3:2].[Li+].[OH-], predict the reaction product.